This data is from Forward reaction prediction with 1.9M reactions from USPTO patents (1976-2016). The task is: Predict the product of the given reaction. (1) Given the reactants [CH3:1][O:2][C:3]1[CH:4]=[C:5]2[C:10](=[CH:11][C:12]=1[O:13][CH2:14][CH2:15][O:16][CH3:17])[N:9]=[CH:8][N:7]=[C:6]2[O:18][C:19]1[CH:20]=[C:21]([CH:23]=[CH:24][CH:25]=1)[NH2:22].[F:26][C:27]([C:30]1[CH:34]=[C:33]([NH:35][C:36](=O)[O:37]C2C=CC=CC=2)[O:32][N:31]=1)([CH3:29])[CH3:28].COC1C=C2C(=CC=1OC)N=CN=C2OC1C=C(NC(NC2ON=C(C(C)C)C=2)=O)C=CC=1, predict the reaction product. The product is: [F:26][C:27]([C:30]1[CH:34]=[C:33]([NH:35][C:36]([NH:22][C:21]2[CH:23]=[CH:24][CH:25]=[C:19]([O:18][C:6]3[C:5]4[C:10](=[CH:11][C:12]([O:13][CH2:14][CH2:15][O:16][CH3:17])=[C:3]([O:2][CH3:1])[CH:4]=4)[N:9]=[CH:8][N:7]=3)[CH:20]=2)=[O:37])[O:32][N:31]=1)([CH3:28])[CH3:29]. (2) Given the reactants Cl[CH2:2][CH2:3][C:4]([NH:6][C:7]1[S:8][C:9]([C:13]2[CH:18]=[CH:17][N:16]=[C:15]([NH:19][C:20]3[CH:25]=[CH:24][C:23]([Cl:26])=[CH:22][CH:21]=3)[N:14]=2)=[C:10]([CH3:12])[N:11]=1)=[O:5].[NH:27]1[CH2:32][CH2:31][O:30][CH2:29][CH2:28]1, predict the reaction product. The product is: [Cl:26][C:23]1[CH:24]=[CH:25][C:20]([NH:19][C:15]2[N:14]=[C:13]([C:9]3[S:8][C:7]([NH:6][C:4](=[O:5])[CH2:3][CH2:2][N:27]4[CH2:32][CH2:31][O:30][CH2:29][CH2:28]4)=[N:11][C:10]=3[CH3:12])[CH:18]=[CH:17][N:16]=2)=[CH:21][CH:22]=1. (3) The product is: [Si:1]([O:8][C@H:9]1[CH2:12][N:11]([C:20]2[CH:21]=[N:22][CH:23]=[C:18]([Cl:17])[N:19]=2)[C@@H:10]1[C:13]([O:15][CH3:16])=[O:14])([C:4]([CH3:7])([CH3:6])[CH3:5])([CH3:2])[CH3:3]. Given the reactants [Si:1]([O:8][C@H:9]1[CH2:12][NH:11][C@@H:10]1[C:13]([O:15][CH3:16])=[O:14])([C:4]([CH3:7])([CH3:6])[CH3:5])([CH3:3])[CH3:2].[Cl:17][C:18]1[CH:23]=[N:22][CH:21]=[C:20](Cl)[N:19]=1.CCN(C(C)C)C(C)C.C1N2CCN(CC2)C1, predict the reaction product. (4) Given the reactants [C:1]([O:5][C:6]([N:8]1[C@@H:12]([CH:13]=[CH2:14])[CH2:11][O:10][C:9]1([CH3:16])[CH3:15])=[O:7])([CH3:4])([CH3:3])[CH3:2].[CH3:17][SiH:18]([CH3:25])[C:19]1[CH:24]=[CH:23][CH:22]=[CH:21][CH:20]=1, predict the reaction product. The product is: [C:1]([O:5][C:6]([N:8]1[C@@H:12]([CH2:13][CH2:14][Si:18]([CH3:25])([CH3:17])[C:19]2[CH:24]=[CH:23][CH:22]=[CH:21][CH:20]=2)[CH2:11][O:10][C:9]1([CH3:16])[CH3:15])=[O:7])([CH3:4])([CH3:3])[CH3:2]. (5) Given the reactants [Br:1][C:2]1[CH:3]=[C:4]([C:13]2[N:17]([C:18]3[CH:23]=[CH:22][N:21]=[CH:20][CH:19]=3)[N:16]=[C:15]([C:24](O)=[O:25])[CH:14]=2)[CH:5]=[C:6]([O:8][C:9]([F:12])([F:11])[F:10])[CH:7]=1.ClC1C=C(C2N(C3C=CC=CN=3)N=C(C([N:48]3[CH2:52][C:51](=[O:53])[NH:50][CH2:49]3)=O)C=2)C=C(F)C=1.Cl.N1C=CNC1=O, predict the reaction product. The product is: [Br:1][C:2]1[CH:3]=[C:4]([C:13]2[N:17]([C:18]3[CH:19]=[CH:20][N:21]=[CH:22][CH:23]=3)[N:16]=[C:15]([C:24]([N:48]3[CH2:52][C:51](=[O:53])[NH:50][CH2:49]3)=[O:25])[CH:14]=2)[CH:5]=[C:6]([O:8][C:9]([F:12])([F:10])[F:11])[CH:7]=1.